Dataset: Full USPTO retrosynthesis dataset with 1.9M reactions from patents (1976-2016). Task: Predict the reactants needed to synthesize the given product. Given the product [ClH:22].[CH3:15][C@H:10]1[O:11][C@@H:12]([CH3:14])[CH2:13][N:8]([C:5]2[N:4]=[C:3]([C:16]3[CH:20]=[CH:19][O:18][C:17]=3[CH3:21])[C:2]([C:39]3[CH:38]=[CH:37][N:36]=[CH:35][C:34]=3[CH3:33])=[CH:7][N:6]=2)[CH2:9]1, predict the reactants needed to synthesize it. The reactants are: Br[C:2]1[C:3]([C:16]2[CH:20]=[CH:19][O:18][C:17]=2[CH3:21])=[N:4][C:5]([N:8]2[CH2:13][C@H:12]([CH3:14])[O:11][C@H:10]([CH3:15])[CH2:9]2)=[N:6][CH:7]=1.[ClH:22].B(O)O.C(=O)([O-])[O-].[Na+].[Na+].Cl.[CH3:33][C:34]1[CH:35]=[N:36][CH:37]=[CH:38][C:39]=1B(O)O.Cl.CCOCC.